Regression. Given two drug SMILES strings and cell line genomic features, predict the synergy score measuring deviation from expected non-interaction effect. From a dataset of NCI-60 drug combinations with 297,098 pairs across 59 cell lines. (1) Drug 1: C1CC(=O)NC(=O)C1N2CC3=C(C2=O)C=CC=C3N. Drug 2: CC1=C2C(C(=O)C3(C(CC4C(C3C(C(C2(C)C)(CC1OC(=O)C(C(C5=CC=CC=C5)NC(=O)C6=CC=CC=C6)O)O)OC(=O)C7=CC=CC=C7)(CO4)OC(=O)C)O)C)OC(=O)C. Cell line: SR. Synergy scores: CSS=23.4, Synergy_ZIP=-14.1, Synergy_Bliss=-27.4, Synergy_Loewe=-43.1, Synergy_HSA=-23.1. (2) Drug 1: CC(C1=C(C=CC(=C1Cl)F)Cl)OC2=C(N=CC(=C2)C3=CN(N=C3)C4CCNCC4)N. Drug 2: C1CN1P(=S)(N2CC2)N3CC3. Cell line: RXF 393. Synergy scores: CSS=5.93, Synergy_ZIP=-1.09, Synergy_Bliss=2.80, Synergy_Loewe=3.08, Synergy_HSA=3.02. (3) Synergy scores: CSS=66.5, Synergy_ZIP=5.74, Synergy_Bliss=5.65, Synergy_Loewe=9.17, Synergy_HSA=11.8. Drug 1: COC1=CC(=CC(=C1O)OC)C2C3C(COC3=O)C(C4=CC5=C(C=C24)OCO5)OC6C(C(C7C(O6)COC(O7)C8=CC=CS8)O)O. Cell line: IGROV1. Drug 2: CC1=C(C(=CC=C1)Cl)NC(=O)C2=CN=C(S2)NC3=CC(=NC(=N3)C)N4CCN(CC4)CCO. (4) Drug 1: CC1C(C(CC(O1)OC2CC(CC3=C2C(=C4C(=C3O)C(=O)C5=C(C4=O)C(=CC=C5)OC)O)(C(=O)CO)O)N)O.Cl. Drug 2: CC12CCC3C(C1CCC2OP(=O)(O)O)CCC4=C3C=CC(=C4)OC(=O)N(CCCl)CCCl.[Na+]. Cell line: SW-620. Synergy scores: CSS=-1.16, Synergy_ZIP=6.52, Synergy_Bliss=0.865, Synergy_Loewe=-2.31, Synergy_HSA=-2.24. (5) Drug 1: CCCCCOC(=O)NC1=NC(=O)N(C=C1F)C2C(C(C(O2)C)O)O. Drug 2: C1CNP(=O)(OC1)N(CCCl)CCCl. Cell line: EKVX. Synergy scores: CSS=1.83, Synergy_ZIP=0.793, Synergy_Bliss=1.89, Synergy_Loewe=0.417, Synergy_HSA=-0.229. (6) Drug 1: CC1C(C(=O)NC(C(=O)N2CCCC2C(=O)N(CC(=O)N(C(C(=O)O1)C(C)C)C)C)C(C)C)NC(=O)C3=C4C(=C(C=C3)C)OC5=C(C(=O)C(=C(C5=N4)C(=O)NC6C(OC(=O)C(N(C(=O)CN(C(=O)C7CCCN7C(=O)C(NC6=O)C(C)C)C)C)C(C)C)C)N)C. Drug 2: C1CN1C2=NC(=NC(=N2)N3CC3)N4CC4. Cell line: NCI-H460. Synergy scores: CSS=66.8, Synergy_ZIP=-0.158, Synergy_Bliss=-1.73, Synergy_Loewe=0.403, Synergy_HSA=1.77. (7) Synergy scores: CSS=2.63, Synergy_ZIP=-3.89, Synergy_Bliss=-8.26, Synergy_Loewe=-7.91, Synergy_HSA=-7.26. Cell line: SF-295. Drug 2: COC1=NC(=NC2=C1N=CN2C3C(C(C(O3)CO)O)O)N. Drug 1: CCC1(CC2CC(C3=C(CCN(C2)C1)C4=CC=CC=C4N3)(C5=C(C=C6C(=C5)C78CCN9C7C(C=CC9)(C(C(C8N6C=O)(C(=O)OC)O)OC(=O)C)CC)OC)C(=O)OC)O.OS(=O)(=O)O. (8) Cell line: SW-620. Drug 2: CNC(=O)C1=NC=CC(=C1)OC2=CC=C(C=C2)NC(=O)NC3=CC(=C(C=C3)Cl)C(F)(F)F. Drug 1: CCC(=C(C1=CC=CC=C1)C2=CC=C(C=C2)OCCN(C)C)C3=CC=CC=C3.C(C(=O)O)C(CC(=O)O)(C(=O)O)O. Synergy scores: CSS=-9.80, Synergy_ZIP=1.25, Synergy_Bliss=-7.52, Synergy_Loewe=-43.1, Synergy_HSA=-13.6. (9) Drug 1: C1CCC(C1)C(CC#N)N2C=C(C=N2)C3=C4C=CNC4=NC=N3. Drug 2: C#CCC(CC1=CN=C2C(=N1)C(=NC(=N2)N)N)C3=CC=C(C=C3)C(=O)NC(CCC(=O)O)C(=O)O. Cell line: HCT116. Synergy scores: CSS=-0.292, Synergy_ZIP=-6.95, Synergy_Bliss=-13.6, Synergy_Loewe=-36.2, Synergy_HSA=-15.7.